Dataset: Full USPTO retrosynthesis dataset with 1.9M reactions from patents (1976-2016). Task: Predict the reactants needed to synthesize the given product. (1) Given the product [ClH:23].[NH2:8][CH2:9][CH2:10][CH2:11][C:12]([O:14][C:15]1[C:20]([CH3:21])=[CH:19][CH:18]=[CH:17][C:16]=1[CH3:22])=[O:13], predict the reactants needed to synthesize it. The reactants are: C(OC([NH:8][CH2:9][CH2:10][CH2:11][C:12]([O:14][C:15]1[C:20]([CH3:21])=[CH:19][CH:18]=[CH:17][C:16]=1[CH3:22])=[O:13])=O)(C)(C)C.[ClH:23]. (2) Given the product [F:10][C:11]1[CH:16]=[CH:15][C:14]([CH3:17])=[CH:13][C:12]=1[O:18][C:1](=[O:8])[C:2]1[CH:7]=[CH:6][CH:5]=[CH:4][CH:3]=1, predict the reactants needed to synthesize it. The reactants are: [C:1](Cl)(=[O:8])[C:2]1[CH:7]=[CH:6][CH:5]=[CH:4][CH:3]=1.[F:10][C:11]1[CH:16]=[CH:15][C:14]([CH3:17])=[CH:13][C:12]=1[OH:18].C(N(CC)CC)C.